Dataset: NCI-60 drug combinations with 297,098 pairs across 59 cell lines. Task: Regression. Given two drug SMILES strings and cell line genomic features, predict the synergy score measuring deviation from expected non-interaction effect. Drug 1: C1CC(C1)(C(=O)O)C(=O)O.[NH2-].[NH2-].[Pt+2]. Drug 2: C(CN)CNCCSP(=O)(O)O. Cell line: NCIH23. Synergy scores: CSS=27.3, Synergy_ZIP=-2.39, Synergy_Bliss=5.62, Synergy_Loewe=-13.2, Synergy_HSA=4.30.